Predict which catalyst facilitates the given reaction. From a dataset of Catalyst prediction with 721,799 reactions and 888 catalyst types from USPTO. (1) Reactant: [C:1]([O:5][C:6]([N:8]1[CH2:13][CH2:12][CH:11]([OH:14])[CH2:10][CH2:9]1)=[O:7])([CH3:4])([CH3:3])[CH3:2].[F:15][C:16]1[CH:21]=[C:20]([N+:22]([O-:24])=[O:23])[CH:19]=[C:18]([F:25])[C:17]=1O.C1(P(C2C=CC=CC=2)C2C=CC=CC=2)C=CC=CC=1.N(C(OCC)=O)=NC(OCC)=O. Product: [C:1]([O:5][C:6]([N:8]1[CH2:13][CH2:12][CH:11]([O:14][C:17]2[C:18]([F:25])=[CH:19][C:20]([N+:22]([O-:24])=[O:23])=[CH:21][C:16]=2[F:15])[CH2:10][CH2:9]1)=[O:7])([CH3:4])([CH3:2])[CH3:3]. The catalyst class is: 4. (2) Reactant: C1(C)C=CC(S(O)(=O)=O)=CC=1.[C:12]([O:16][C:17]([NH:19][CH2:20][CH2:21][C:22]([NH:24][C:25]1[CH:26]=[C:27]([CH:32]=[CH:33][C:34]=1[NH:35][CH2:36][CH3:37])[C:28]([O:30][CH3:31])=[O:29])=O)=[O:18])([CH3:15])([CH3:14])[CH3:13]. Product: [C:12]([O:16][C:17]([NH:19][CH2:20][CH2:21][C:22]1[N:35]([CH2:36][CH3:37])[C:34]2[CH:33]=[CH:32][C:27]([C:28]([O:30][CH3:31])=[O:29])=[CH:26][C:25]=2[N:24]=1)=[O:18])([CH3:15])([CH3:14])[CH3:13]. The catalyst class is: 5. (3) Reactant: [CH2:1]([N:8]([CH2:17][C:18]1[CH:23]=[CH:22][CH:21]=[CH:20][CH:19]=1)[C@H:9]([CH2:13][CH:14]([CH3:16])[CH3:15])[C:10]([NH2:12])=O)[C:2]1[CH:7]=[CH:6][CH:5]=[CH:4][CH:3]=1.[H-].[H-].[H-].[H-].[Li+].[Al+3]. Product: [CH2:1]([N:8]([CH2:17][C:18]1[CH:19]=[CH:20][CH:21]=[CH:22][CH:23]=1)[C@H:9]([CH2:13][CH:14]([CH3:16])[CH3:15])[CH2:10][NH2:12])[C:2]1[CH:3]=[CH:4][CH:5]=[CH:6][CH:7]=1. The catalyst class is: 1. (4) Reactant: [NH2:1][C:2]1[S:3][C:4]([C:10]2[CH:15]=[CH:14][N:13]=[CH:12][CH:11]=2)=[CH:5][C:6]=1[C:7]([NH2:9])=[O:8].O.[C:17]1(C)[CH:22]=CC(S(O)(=O)=O)=C[CH:18]=1.CC(C)=O. Product: [CH3:18][C:17]1([CH3:22])[NH:1][C:2]2[S:3][C:4]([C:10]3[CH:11]=[CH:12][N:13]=[CH:14][CH:15]=3)=[CH:5][C:6]=2[C:7](=[O:8])[NH:9]1. The catalyst class is: 11. (5) Reactant: [C:1]1([C:7]2([OH:17])[CH2:16][CH2:15][C:10]3(OCC[O:11]3)[CH2:9][CH2:8]2)[CH:6]=[CH:5][CH:4]=[CH:3][CH:2]=1.O.C1(C)C=CC(S(O)(=O)=O)=CC=1.CCOC(C)=O. Product: [OH:17][C:7]1([C:1]2[CH:6]=[CH:5][CH:4]=[CH:3][CH:2]=2)[CH2:8][CH2:9][C:10](=[O:11])[CH2:15][CH2:16]1. The catalyst class is: 38. (6) Reactant: C1(N2[C:11]3[CH:12]=[CH:13][CH:14]=[CH:15][C:10]=3[N:9]=[C:8]2[C:16]2[CH:21]=[CH:20][C:19]([B:22]3[O:26][C:25]([CH3:28])([CH3:27])[C:24]([CH3:30])([CH3:29])[O:23]3)=[CH:18][CH:17]=2)C=CC=CC=1.C([O-])(=[O:33])C.[K+]. Product: [CH3:28][C:25]1([CH3:27])[C:24]([CH3:30])([CH3:29])[O:23][B:22]([C:19]2[CH:20]=[CH:21][C:16]([C:8]3[O:33][C:11]4[CH:12]=[CH:13][CH:14]=[CH:15][C:10]=4[N:9]=3)=[CH:17][CH:18]=2)[O:26]1. The catalyst class is: 75. (7) Reactant: [NH2:1][C:2]1[CH:7]=[CH:6][C:5]([C:8]2[S:12][C:11]([CH:13]3[CH2:18][CH2:17][CH:16]([CH2:19][C:20]([O:22][CH2:23][CH3:24])=[O:21])[CH2:15][CH2:14]3)=[N:10][CH:9]=2)=[CH:4][CH:3]=1.ClC(Cl)(O[C:29](=[O:35])OC(Cl)(Cl)Cl)Cl.C(N(CC)CC)C.[F:44][C:45]1[CH:46]=[C:47]([CH:49]=[C:50]([F:53])[C:51]=1[F:52])[NH2:48]. Product: [F:44][C:45]1[CH:46]=[C:47]([NH:48][C:29](=[O:35])[NH:1][C:2]2[CH:3]=[CH:4][C:5]([C:8]3[S:12][C:11]([CH:13]4[CH2:14][CH2:15][CH:16]([CH2:19][C:20]([O:22][CH2:23][CH3:24])=[O:21])[CH2:17][CH2:18]4)=[N:10][CH:9]=3)=[CH:6][CH:7]=2)[CH:49]=[C:50]([F:53])[C:51]=1[F:52]. The catalyst class is: 46. (8) Reactant: CC(OI1(OC(C)=O)(OC(C)=O)OC(=O)C2C=CC=CC1=2)=O.[CH2:23]([N:30]1[CH2:37][CH2:36][CH:35]2[CH2:38][CH:31]1[CH2:32][CH2:33][CH:34]2[OH:39])[C:24]1[CH:29]=[CH:28][CH:27]=[CH:26][CH:25]=1. Product: [CH2:23]([N:30]1[CH2:37][CH2:36][CH:35]2[CH2:38][CH:31]1[CH2:32][CH2:33][C:34]2=[O:39])[C:24]1[CH:25]=[CH:26][CH:27]=[CH:28][CH:29]=1. The catalyst class is: 4. (9) Reactant: [C:1]([O:5][C:6](=[O:29])[NH:7][C@H:8]([CH2:22][C:23]1[CH:28]=[CH:27][CH:26]=[CH:25][CH:24]=1)[C:9]#[C:10][C:11]1[CH:16]=[C:15]([Cl:17])[CH:14]=[C:13]([N+:18]([O-:20])=[O:19])[C:12]=1[NH2:21])([CH3:4])([CH3:3])[CH3:2].CC(C)([O-])C.[K+]. Product: [C:1]([O:5][C:6](=[O:29])[NH:7][C@@H:8]([C:9]1[NH:21][C:12]2[C:11]([CH:10]=1)=[CH:16][C:15]([Cl:17])=[CH:14][C:13]=2[N+:18]([O-:20])=[O:19])[CH2:22][C:23]1[CH:28]=[CH:27][CH:26]=[CH:25][CH:24]=1)([CH3:4])([CH3:2])[CH3:3]. The catalyst class is: 264.